The task is: Predict which catalyst facilitates the given reaction.. This data is from Catalyst prediction with 721,799 reactions and 888 catalyst types from USPTO. (1) Reactant: [O:1]=[C:2]1[N:7]([C:8]2[CH:13]=[CH:12][CH:11]=[CH:10][CH:9]=2)[CH:6]=[C:5]([C:14](OC)=[O:15])[C:4]([O:18][C:19]2[CH:24]=[CH:23][CH:22]=[CH:21][CH:20]=2)=[CH:3]1.[NH3:25]. Product: [O:1]=[C:2]1[N:7]([C:8]2[CH:13]=[CH:12][CH:11]=[CH:10][CH:9]=2)[CH:6]=[C:5]([C:14]([NH2:25])=[O:15])[C:4]([O:18][C:19]2[CH:24]=[CH:23][CH:22]=[CH:21][CH:20]=2)=[CH:3]1. The catalyst class is: 5. (2) Reactant: [F:1][C:2]1[CH:7]=[C:6]([F:8])[C:5]([C:9]2[CH:10]=[N:11][C:12]([F:15])=[N:13][CH:14]=2)=[CH:4][C:3]=1[C@:16]1([CH3:37])[CH2:21][C@@H:20]([C:22]2[C:23]([CH3:28])=[N:24][O:25][C:26]=2[CH3:27])[S:19][C:18]([NH:29]C(=O)OC(C)(C)C)=[N:17]1.C(O)(C(F)(F)F)=O.[OH-].[Na+]. Product: [F:1][C:2]1[CH:7]=[C:6]([F:8])[C:5]([C:9]2[CH:14]=[N:13][C:12]([F:15])=[N:11][CH:10]=2)=[CH:4][C:3]=1[C@:16]1([CH3:37])[CH2:21][C@@H:20]([C:22]2[C:23]([CH3:28])=[N:24][O:25][C:26]=2[CH3:27])[S:19][C:18]([NH2:29])=[N:17]1. The catalyst class is: 91. (3) Reactant: [F:1][C:2]1[CH:7]=[C:6]([CH2:8][OH:9])[CH:5]=[CH:4][N:3]=1.FC(F)(F)S(O)(=O)=O.[O:18]1[CH2:23][CH2:22][CH:21]([CH2:24]O)[CH2:20][CH2:19]1.C(=O)([O-])O.[Na+]. Product: [F:1][C:2]1[CH:7]=[C:6]([CH2:8][O:9][CH2:24][CH:21]2[CH2:22][CH2:23][O:18][CH2:19][CH2:20]2)[CH:5]=[CH:4][N:3]=1. The catalyst class is: 236. (4) Reactant: [F:1][C:2]1[CH:37]=[CH:36][C:5]([CH2:6][C@H:7]2[CH2:11][N:10](C(OC(C)(C)C)=O)[C@H:9]([C:19](=[O:35])[NH:20][C:21]3[CH:26]=[CH:25][C:24]([O:27][C:28]4[CH:33]=[CH:32][C:31]([F:34])=[CH:30][CH:29]=4)=[CH:23][CH:22]=3)[CH2:8]2)=[C:4]([CH3:38])[CH:3]=1.[F:39][C:40]([F:45])([F:44])[C:41]([OH:43])=[O:42]. Product: [F:39][C:40]([F:45])([F:44])[C:41]([OH:43])=[O:42].[F:1][C:2]1[CH:37]=[CH:36][C:5]([CH2:6][C@H:7]2[CH2:11][NH:10][C@H:9]([C:19]([NH:20][C:21]3[CH:26]=[CH:25][C:24]([O:27][C:28]4[CH:33]=[CH:32][C:31]([F:34])=[CH:30][CH:29]=4)=[CH:23][CH:22]=3)=[O:35])[CH2:8]2)=[C:4]([CH3:38])[CH:3]=1. The catalyst class is: 2. (5) Reactant: [CH2:1]([C:3]1[N:4]=[C:5]([CH2:27][CH2:28][CH3:29])[N:6]([CH2:12][C:13]2[CH:18]=[CH:17][C:16]([C:19]3[C:20]([C:25]#[N:26])=[CH:21][CH:22]=[CH:23][CH:24]=3)=[CH:15][CH:14]=2)[C:7](=[O:11])[C:8]=1[CH:9]=O)[CH3:2].[NH:30]1[CH2:35][CH2:34][O:33][CH2:32][CH2:31]1.C(O[BH-](OC(=O)C)OC(=O)C)(=O)C.[Na+]. Product: [CH2:1]([C:3]1[N:4]=[C:5]([CH2:27][CH2:28][CH3:29])[N:6]([CH2:12][C:13]2[CH:18]=[CH:17][C:16]([C:19]3[C:20]([C:25]#[N:26])=[CH:21][CH:22]=[CH:23][CH:24]=3)=[CH:15][CH:14]=2)[C:7](=[O:11])[C:8]=1[CH2:9][N:30]1[CH2:35][CH2:34][O:33][CH2:32][CH2:31]1)[CH3:2]. The catalyst class is: 342.